Dataset: Catalyst prediction with 721,799 reactions and 888 catalyst types from USPTO. Task: Predict which catalyst facilitates the given reaction. (1) Reactant: CN(C)[C:3](=[O:28])[CH2:4][C:5]1[CH:10]=[CH:9][CH:8]=[CH:7][C:6]=1[NH:11][C:12]1[C:17]([F:18])=[C:16]([F:19])[C:15]([C:20]2[CH:25]=[CH:24][CH:23]=[CH:22][CH:21]=2)=[C:14]([F:26])[C:13]=1[F:27].[OH-:30].[Na+]. Product: [F:18][C:17]1[C:16]([F:19])=[C:15]([C:20]2[CH:25]=[CH:24][CH:23]=[CH:22][CH:21]=2)[C:14]([F:26])=[C:13]([F:27])[C:12]=1[NH:11][C:6]1[CH:7]=[CH:8][CH:9]=[CH:10][C:5]=1[CH2:4][C:3]([OH:30])=[O:28]. The catalyst class is: 88. (2) Reactant: [CH2:1]([O:3][C:4](=[O:26])[CH:5]([O:23][CH2:24][CH3:25])[CH2:6][C:7]1[CH:12]=[CH:11][C:10]([O:13][CH2:14][CH2:15][C:16]2[CH:21]=[CH:20][C:19]([OH:22])=[CH:18][CH:17]=2)=[CH:9][CH:8]=1)[CH3:2].C(N(CC)CC)C.[CH2:34]([S:41](Cl)(=[O:43])=[O:42])[C:35]1[CH:40]=[CH:39][CH:38]=[CH:37][CH:36]=1.O. Product: [CH2:1]([O:3][C:4](=[O:26])[CH:5]([O:23][CH2:24][CH3:25])[CH2:6][C:7]1[CH:12]=[CH:11][C:10]([O:13][CH2:14][CH2:15][C:16]2[CH:17]=[CH:18][C:19]([O:22][S:41]([CH2:34][C:35]3[CH:40]=[CH:39][CH:38]=[CH:37][CH:36]=3)(=[O:43])=[O:42])=[CH:20][CH:21]=2)=[CH:9][CH:8]=1)[CH3:2]. The catalyst class is: 4.